From a dataset of Full USPTO retrosynthesis dataset with 1.9M reactions from patents (1976-2016). Predict the reactants needed to synthesize the given product. (1) Given the product [CH3:27][O:28][C:29](=[O:39])[CH2:30][C:31]1[CH:32]=[CH:33][C:34]([CH2:37][O:26][C:4]2[CH:5]=[CH:6][C:7]([CH:8]([CH3:25])[C:9]([OH:24])([C:14]3[CH:23]=[CH:22][CH:21]=[C:20]4[C:15]=3[CH:16]=[CH:17][N:18]=[CH:19]4)[C:10]([F:11])([F:13])[F:12])=[C:2]([Cl:1])[CH:3]=2)=[CH:35][CH:36]=1, predict the reactants needed to synthesize it. The reactants are: [Cl:1][C:2]1[CH:3]=[C:4]([OH:26])[CH:5]=[CH:6][C:7]=1[CH:8]([CH3:25])[C:9]([OH:24])([C:14]1[CH:23]=[CH:22][CH:21]=[C:20]2[C:15]=1[CH:16]=[CH:17][N:18]=[CH:19]2)[C:10]([F:13])([F:12])[F:11].[CH3:27][O:28][C:29](=[O:39])[CH2:30][C:31]1[CH:36]=[CH:35][C:34]([CH2:37]Br)=[CH:33][CH:32]=1. (2) The reactants are: C1C=CC2N(O)N=NC=2C=1.CCN(C(C)C)C(C)C.CCN=C=NCCCN(C)C.Cl.Cl.[Br:33][C:34]1[CH:39]=[CH:38][CH:37]=[CH:36][C:35]=1[C:40]([N:42]1[CH2:47][CH2:46][NH:45][CH2:44][CH2:43]1)=[O:41].[C:48]1([C:62]2[CH:67]=[CH:66][CH:65]=[CH:64][CH:63]=2)[CH:53]=[CH:52][C:51]([NH:54][C:55](=[O:61])[CH:56]([CH3:60])[C:57](O)=[O:58])=[CH:50][CH:49]=1. Given the product [C:48]1([C:62]2[CH:63]=[CH:64][CH:65]=[CH:66][CH:67]=2)[CH:53]=[CH:52][C:51]([NH:54][C:55](=[O:61])[CH:56]([CH3:60])[C:57]([N:45]2[CH2:44][CH2:43][N:42]([C:40](=[O:41])[C:35]3[CH:36]=[CH:37][CH:38]=[CH:39][C:34]=3[Br:33])[CH2:47][CH2:46]2)=[O:58])=[CH:50][CH:49]=1, predict the reactants needed to synthesize it. (3) Given the product [CH3:1][O:2][C:3]1[CH:4]=[C:5]2[C:10](=[CH:11][CH:12]=1)[O:9][CH:8]([C:13]1[CH:18]=[CH:17][CH:16]=[CH:15][CH:14]=1)[C:7]([CH2:19][NH:20][C:21](=[O:23])[CH3:22])=[CH:6]2, predict the reactants needed to synthesize it. The reactants are: [CH3:1][O:2][C:3]1[CH:4]=[C:5]2[C:10](=[CH:11][CH:12]=1)[O:9][CH:8]([C:13]1[CH:18]=[CH:17][CH:16]=[CH:15][CH:14]=1)[C:7]([CH2:19][NH2:20])=[CH:6]2.[C:21](OC(=O)C)(=[O:23])[CH3:22].Cl. (4) The reactants are: [C:1]([C:5]1[N:9]=[C:8]([CH2:10][C:11]#[N:12])[NH:7][N:6]=1)([CH3:4])([CH3:3])[CH3:2].C[O:14][C:15](=O)[CH:16]([CH2:21][C:22]1[CH:27]=[CH:26][CH:25]=[CH:24][CH:23]=1)[C:17](=O)[CH2:18][CH3:19].C([O-])(=O)C.[NH4+].C(#N)C. Given the product [CH2:21]([C:16]1[C:17]([CH2:18][CH3:19])=[C:10]([C:11]#[N:12])[C:8]2[N:7]([N:6]=[C:5]([C:1]([CH3:4])([CH3:2])[CH3:3])[N:9]=2)[C:15]=1[OH:14])[C:22]1[CH:27]=[CH:26][CH:25]=[CH:24][CH:23]=1, predict the reactants needed to synthesize it. (5) Given the product [Cl:29][C:10]1[C:9]([C:18]2[C:19]([F:26])=[CH:20][C:21]([F:25])=[CH:22][C:23]=2[F:24])=[C:8]([CH:1]2[CH2:2][CH2:3][CH2:4][CH2:5][CH2:6][CH2:7]2)[N:13]2[CH:14]=[CH:15][N:16]=[C:12]2[N:11]=1, predict the reactants needed to synthesize it. The reactants are: [CH:1]1([C:8]2[N:13]3[CH:14]=[CH:15][N:16]=[C:12]3[N:11]=[C:10](O)[C:9]=2[C:18]2[C:23]([F:24])=[CH:22][C:21]([F:25])=[CH:20][C:19]=2[F:26])[CH2:7][CH2:6][CH2:5][CH2:4][CH2:3][CH2:2]1.P(Cl)(Cl)([Cl:29])=O. (6) The reactants are: C[Mg]I.[Mg].[CH3:5]I.[Br:7][C:8]1[CH:16]=[C:15]2[C:11]([C:12](=[O:18])[C:13](=[O:17])[NH:14]2)=[CH:10][CH:9]=1. Given the product [Br:7][C:8]1[CH:16]=[C:15]2[C:11]([C:12]([OH:18])([CH3:5])[C:13](=[O:17])[NH:14]2)=[CH:10][CH:9]=1, predict the reactants needed to synthesize it.